Dataset: Forward reaction prediction with 1.9M reactions from USPTO patents (1976-2016). Task: Predict the product of the given reaction. (1) Given the reactants B(Br)(Br)Br.C[O:6][C:7]1[C:8]([CH3:20])=[C:9]2[C:13](=[CH:14][CH:15]=1)/[C:12](=[CH:16]/[C:17]([OH:19])=[O:18])/[CH2:11][CH2:10]2.Cl[CH2:22]Cl, predict the reaction product. The product is: [OH:6][C:7]1[C:8]([CH3:20])=[C:9]2[C:13](=[CH:14][CH:15]=1)[C@@H:12]([CH2:16][C:17]([O:19][CH3:22])=[O:18])[CH2:11][CH2:10]2. (2) Given the reactants [CH2:1]([N:8]1[CH2:14][CH:13]2[NH:15][CH:10]([CH2:11][CH2:12]2)[CH2:9]1)[C:2]1[CH:7]=[CH:6][CH:5]=[CH:4][CH:3]=1.C(N(CC)CC)C.[C:23]([O:27][C:28](O[C:28]([O:27][C:23]([CH3:26])([CH3:25])[CH3:24])=[O:29])=[O:29])([CH3:26])([CH3:25])[CH3:24], predict the reaction product. The product is: [C:23]([O:27][C:28]([N:15]1[CH:13]2[CH2:12][CH2:11][CH:10]1[CH2:9][N:8]([CH2:1][C:2]1[CH:3]=[CH:4][CH:5]=[CH:6][CH:7]=1)[CH2:14]2)=[O:29])([CH3:26])([CH3:25])[CH3:24]. (3) The product is: [F:21][C:15]1[CH:16]=[C:17]([F:20])[CH:18]=[CH:19][C:14]=1[S:11]([NH:10][C:4]1[C:5]([O:8][CH3:9])=[N:6][CH:7]=[C:2]([C:46]2[CH:47]=[CH:48][C:49]3[N:50]=[CH:51][N:52]=[C:53]([N:56]4[CH2:57][CH2:58][O:59][CH2:60][CH2:61]4)[C:54]=3[N:55]=2)[CH:3]=1)(=[O:13])=[O:12]. Given the reactants Br[C:2]1[CH:3]=[C:4]([NH:10][S:11]([C:14]2[CH:19]=[CH:18][C:17]([F:20])=[CH:16][C:15]=2[F:21])(=[O:13])=[O:12])[C:5]([O:8][CH3:9])=[N:6][CH:7]=1.B1(B2OC(C)(C)C(C)(C)O2)OC(C)(C)C(C)(C)O1.C([O-])(=O)C.[K+].Cl[C:46]1[CH:47]=[CH:48][C:49]2[N:50]=[CH:51][N:52]=[C:53]([N:56]3[CH2:61][CH2:60][O:59][CH2:58][CH2:57]3)[C:54]=2[N:55]=1.C(=O)(O)[O-].[Na+], predict the reaction product. (4) Given the reactants C(OP(N)(=O)[O:6][C:7]1[CH:12]=[CH:11][C:10]([C:13]2[N:14]=[C:15]([CH:23]3[CH2:26][CH2:25][CH2:24]3)[N:16]3[CH:21]=[CH:20][N:19]=[C:18](Cl)[C:17]=23)=[CH:9][C:8]=1[O:27][CH2:28][C:29]1[CH:34]=[CH:33][CH:32]=[CH:31][CH:30]=1)(C)C.C(OC1C=C(C(NC(C2CCC2)=O)C2C(Cl)=NC=C[N:63]=2)C=CC=1OCC1C=CC(OC)=CC=1)C1C=CC=CC=1.O=P(Cl)(Cl)Cl, predict the reaction product. The product is: [NH2:63][C:18]1[C:17]2[N:16]([C:15]([CH:23]3[CH2:24][CH2:25][CH2:26]3)=[N:14][C:13]=2[C:10]2[CH:11]=[CH:12][C:7]([OH:6])=[C:8]([O:27][CH2:28][C:29]3[CH:30]=[CH:31][CH:32]=[CH:33][CH:34]=3)[CH:9]=2)[CH:21]=[CH:20][N:19]=1. (5) Given the reactants [NH2:1][C:2]1[C:6]([NH2:7])=[CH:5][S:4][CH:3]=1.C1(N)C(F)=C(F)C(F)=C(N)C=1F.Cl.Cl.N[C:23](N)=[O:24], predict the reaction product. The product is: [NH:1]1[C:2]2=[CH:3][S:4][CH:5]=[C:6]2[NH:7][C:23]1=[O:24].